This data is from Forward reaction prediction with 1.9M reactions from USPTO patents (1976-2016). The task is: Predict the product of the given reaction. Given the reactants [S:1](=[O:32])(=[O:31])([O:3][CH2:4][C@@H:5]1[C@@H:12]2[C@@H:8]([O:9]C(C)(C)[O:11]2)[C@H:7]([N:15]2[C:19]3[N:20]=[CH:21][N:22]=[C:23]([S:24][C:25]4[CH:30]=[CH:29][CH:28]=[CH:27][CH:26]=4)[C:18]=3[CH:17]=[CH:16]2)[CH2:6]1)[NH2:2], predict the reaction product. The product is: [S:1](=[O:32])(=[O:31])([O:3][CH2:4][C@H:5]1[CH2:6][C@@H:7]([N:15]2[C:19]3[N:20]=[CH:21][N:22]=[C:23]([S:24][C:25]4[CH:30]=[CH:29][CH:28]=[CH:27][CH:26]=4)[C:18]=3[CH:17]=[CH:16]2)[C@H:8]([OH:9])[C@@H:12]1[OH:11])[NH2:2].